From a dataset of NCI-60 drug combinations with 297,098 pairs across 59 cell lines. Regression. Given two drug SMILES strings and cell line genomic features, predict the synergy score measuring deviation from expected non-interaction effect. (1) Drug 1: COC1=NC(=NC2=C1N=CN2C3C(C(C(O3)CO)O)O)N. Drug 2: CC12CCC3C(C1CCC2O)C(CC4=C3C=CC(=C4)O)CCCCCCCCCS(=O)CCCC(C(F)(F)F)(F)F. Cell line: IGROV1. Synergy scores: CSS=11.3, Synergy_ZIP=-2.34, Synergy_Bliss=1.81, Synergy_Loewe=-0.634, Synergy_HSA=1.19. (2) Drug 1: C1=NC2=C(N1)C(=S)N=C(N2)N. Drug 2: C1=NC2=C(N=C(N=C2N1C3C(C(C(O3)CO)O)O)F)N. Cell line: SF-295. Synergy scores: CSS=32.4, Synergy_ZIP=0.847, Synergy_Bliss=0.499, Synergy_Loewe=-12.7, Synergy_HSA=0.461. (3) Drug 2: C1CCC(CC1)NC(=O)N(CCCl)N=O. Cell line: SW-620. Drug 1: CS(=O)(=O)C1=CC(=C(C=C1)C(=O)NC2=CC(=C(C=C2)Cl)C3=CC=CC=N3)Cl. Synergy scores: CSS=29.3, Synergy_ZIP=3.58, Synergy_Bliss=6.00, Synergy_Loewe=-11.2, Synergy_HSA=3.35. (4) Drug 1: CC1C(C(CC(O1)OC2CC(OC(C2O)C)OC3=CC4=CC5=C(C(=O)C(C(C5)C(C(=O)C(C(C)O)O)OC)OC6CC(C(C(O6)C)O)OC7CC(C(C(O7)C)O)OC8CC(C(C(O8)C)O)(C)O)C(=C4C(=C3C)O)O)O)O. Drug 2: CN1C2=C(C=C(C=C2)N(CCCl)CCCl)N=C1CCCC(=O)O.Cl. Cell line: CCRF-CEM. Synergy scores: CSS=20.8, Synergy_ZIP=5.22, Synergy_Bliss=0.324, Synergy_Loewe=-40.9, Synergy_HSA=-1.08. (5) Drug 1: C1=C(C(=O)NC(=O)N1)F. Drug 2: C1=NC2=C(N=C(N=C2N1C3C(C(C(O3)CO)O)O)F)N. Cell line: 786-0. Synergy scores: CSS=22.9, Synergy_ZIP=1.55, Synergy_Bliss=-4.70, Synergy_Loewe=-9.43, Synergy_HSA=-5.69. (6) Drug 1: C1=CC(=CC=C1CCCC(=O)O)N(CCCl)CCCl. Drug 2: C1CN1P(=S)(N2CC2)N3CC3. Cell line: OVCAR3. Synergy scores: CSS=16.7, Synergy_ZIP=-8.65, Synergy_Bliss=-2.35, Synergy_Loewe=-5.57, Synergy_HSA=-2.04. (7) Drug 1: C1CC(C1)(C(=O)O)C(=O)O.[NH2-].[NH2-].[Pt+2]. Drug 2: CCCCCOC(=O)NC1=NC(=O)N(C=C1F)C2C(C(C(O2)C)O)O. Cell line: T-47D. Synergy scores: CSS=-1.49, Synergy_ZIP=2.97, Synergy_Bliss=4.53, Synergy_Loewe=-2.90, Synergy_HSA=-3.90.